Dataset: Peptide-MHC class I binding affinity with 185,985 pairs from IEDB/IMGT. Task: Regression. Given a peptide amino acid sequence and an MHC pseudo amino acid sequence, predict their binding affinity value. This is MHC class I binding data. (1) The peptide sequence is VSIFYVPL. The MHC is H-2-Kb with pseudo-sequence H-2-Kb. The binding affinity (normalized) is 0.994. (2) The peptide sequence is KQIGGTLFE. The MHC is HLA-B14:02 with pseudo-sequence HLA-B14:02. The binding affinity (normalized) is 0.213. (3) The peptide sequence is FQPQNMQFI. The MHC is H-2-Db with pseudo-sequence H-2-Db. The binding affinity (normalized) is 0.154. (4) The peptide sequence is GYMFESKSM. The MHC is HLA-A02:01 with pseudo-sequence HLA-A02:01. The binding affinity (normalized) is 0.0847. (5) The binding affinity (normalized) is 0.0847. The peptide sequence is GSNRPWVSF. The MHC is HLA-A26:01 with pseudo-sequence HLA-A26:01. (6) The binding affinity (normalized) is 0.587. The MHC is HLA-B35:01 with pseudo-sequence HLA-B35:01. The peptide sequence is YLRNAGAAM. (7) The peptide sequence is MSYDYPKM. The MHC is H-2-Db with pseudo-sequence H-2-Db. The binding affinity (normalized) is 0.00610. (8) The MHC is HLA-B35:01 with pseudo-sequence HLA-B35:01. The peptide sequence is MLVAPSYGM. The binding affinity (normalized) is 0.304. (9) The peptide sequence is RLMAEALKE. The MHC is Mamu-B03 with pseudo-sequence Mamu-B03. The binding affinity (normalized) is 0.0992.